From a dataset of Forward reaction prediction with 1.9M reactions from USPTO patents (1976-2016). Predict the product of the given reaction. Given the reactants [C:1]([O:5][C:6](=[O:31])[CH2:7][CH2:8][CH2:9][NH:10][CH2:11][CH2:12][N:13]1[C:22]2[C:17]([C:18](=[O:24])[NH:19][C:20](=[O:23])[N:21]=2)=[N:16][C:15]2[CH:25]=[C:26]([CH3:30])[C:27]([CH3:29])=[CH:28][C:14]1=2)([CH3:4])([CH3:3])[CH3:2].[Cl:32][C:33]1[CH:40]=[CH:39][C:36]([CH:37]=O)=[CH:35][CH:34]=1.C([BH3-])#N.[Na+], predict the reaction product. The product is: [C:1]([O:5][C:6](=[O:31])[CH2:7][CH2:8][CH2:9][N:10]([CH2:37][C:36]1[CH:39]=[CH:40][C:33]([Cl:32])=[CH:34][CH:35]=1)[CH2:11][CH2:12][N:13]1[C:22]2[C:17]([C:18](=[O:24])[NH:19][C:20](=[O:23])[N:21]=2)=[N:16][C:15]2[CH:25]=[C:26]([CH3:30])[C:27]([CH3:29])=[CH:28][C:14]1=2)([CH3:2])([CH3:4])[CH3:3].